From a dataset of Forward reaction prediction with 1.9M reactions from USPTO patents (1976-2016). Predict the product of the given reaction. (1) Given the reactants [Si]([O:8][C@H:9]([C:33]1[CH:38]=[CH:37][C:36]([OH:39])=[C:35]([CH2:40][OH:41])[CH:34]=1)[CH2:10][NH:11][C@H:12]([CH3:32])[CH2:13][C:14]1[CH:15]=[C:16]([CH2:20][C:21]([NH:23][C@@H:24]([C:26]2[CH:31]=[CH:30][CH:29]=[CH:28][CH:27]=2)[CH3:25])=[O:22])[CH:17]=[CH:18][CH:19]=1)(C(C)(C)C)(C)C.ClCCl, predict the reaction product. The product is: [NH3:11].[OH:8][C@H:9]([C:33]1[CH:38]=[CH:37][C:36]([OH:39])=[C:35]([CH2:40][OH:41])[CH:34]=1)[CH2:10][NH:11][C@H:12]([CH3:32])[CH2:13][C:14]1[CH:15]=[C:16]([CH2:20][C:21]([NH:23][C@@H:24]([C:26]2[CH:27]=[CH:28][CH:29]=[CH:30][CH:31]=2)[CH3:25])=[O:22])[CH:17]=[CH:18][CH:19]=1. (2) Given the reactants [CH3:1][O:2][C:3]1[N:8]=[CH:7][C:6]([CH2:9][CH2:10][O:11][C:12]2[CH:20]=[CH:19][CH:18]=[C:17]3[C:13]=2[CH:14]=[C:15]([C:21]([OH:23])=O)[NH:16]3)=[CH:5][CH:4]=1.[NH2:24][CH:25]1[CH2:30][CH2:29][C:28]([CH2:32][CH2:33][N:34]2[CH2:39][CH2:38][C@H:37]([OH:40])[C@@H:36]([CH3:41])[CH2:35]2)([OH:31])[CH2:27][CH2:26]1, predict the reaction product. The product is: [OH:31][C:28]1([CH2:32][CH2:33][N:34]2[CH2:39][CH2:38][C@H:37]([OH:40])[C@@H:36]([CH3:41])[CH2:35]2)[CH2:29][CH2:30][CH:25]([NH:24][C:21]([C:15]2[NH:16][C:17]3[C:13]([CH:14]=2)=[C:12]([O:11][CH2:10][CH2:9][C:6]2[CH:7]=[N:8][C:3]([O:2][CH3:1])=[CH:4][CH:5]=2)[CH:20]=[CH:19][CH:18]=3)=[O:23])[CH2:26][CH2:27]1. (3) Given the reactants Cl[CH2:2][C:3]1[CH:4]=[C:5]([CH:13]=[CH:14][CH:15]=1)[C:6]([O:8][C:9]([CH3:12])([CH3:11])[CH3:10])=[O:7].[NH2:16][C:17]1[CH:29]=[CH:28][C:20]([C:21]([O:23][C:24]([CH3:27])([CH3:26])[CH3:25])=[O:22])=[CH:19][CH:18]=1.C(=O)([O-])[O-].[K+].[K+].[I-].[K+], predict the reaction product. The product is: [C:24]([O:23][C:21]([C:20]1[CH:19]=[CH:18][C:17]([NH:16][CH2:2][C:3]2[CH:4]=[C:5]([CH:13]=[CH:14][CH:15]=2)[C:6]([O:8][C:9]([CH3:12])([CH3:11])[CH3:10])=[O:7])=[CH:29][CH:28]=1)=[O:22])([CH3:27])([CH3:25])[CH3:26]. (4) Given the reactants [CH2:1]([O:3][C:4](=[O:38])[C@H:5]([CH2:17][C:18]1[CH:23]=[CH:22][C:21]([C:24]2[C:29]([O:30][CH3:31])=[CH:28][C:27]([CH2:32]OCC)=[CH:26][C:25]=2[O:36][CH3:37])=[CH:20][CH:19]=1)[NH:6][C:7](=[O:16])[C:8]1[C:13]([Cl:14])=[CH:12][CH:11]=[CH:10][C:9]=1[Cl:15])[CH3:2].C1C=CC(P(C2C=CC=CC=2)C2C=CC=CC=2)=CC=1.C(Br)(Br)(Br)[Br:59], predict the reaction product. The product is: [CH2:1]([O:3][C:4](=[O:38])[C@H:5]([CH2:17][C:18]1[CH:23]=[CH:22][C:21]([C:24]2[C:29]([O:30][CH3:31])=[CH:28][C:27]([CH2:32][Br:59])=[CH:26][C:25]=2[O:36][CH3:37])=[CH:20][CH:19]=1)[NH:6][C:7](=[O:16])[C:8]1[C:13]([Cl:14])=[CH:12][CH:11]=[CH:10][C:9]=1[Cl:15])[CH3:2]. (5) Given the reactants [CH3:1][O:2][C:3]([NH:5][C@@H:6]([CH:25]([CH3:27])[CH3:26])[C:7]([N:9]1[CH2:13][C:12](=[O:14])[CH2:11][C@H:10]1[C:15]([O:17][CH2:18][C:19]1[CH:24]=[CH:23][CH:22]=[CH:21][CH:20]=1)=[O:16])=[O:8])=[O:4].C1(C)C=CC(S(=O)=O)=CC=1.[CH2:38](O)[CH2:39][OH:40], predict the reaction product. The product is: [CH3:1][O:2][C:3]([NH:5][C@@H:6]([CH:25]([CH3:27])[CH3:26])[C:7]([N:9]1[C@H:10]([C:15]([O:17][CH2:18][C:19]2[CH:20]=[CH:21][CH:22]=[CH:23][CH:24]=2)=[O:16])[CH2:11][C:12]2([O:40][CH2:39][CH2:38][O:14]2)[CH2:13]1)=[O:8])=[O:4].